This data is from Forward reaction prediction with 1.9M reactions from USPTO patents (1976-2016). The task is: Predict the product of the given reaction. Given the reactants [C:1]([O:5][C:6]([N:8]([CH3:24])[C@H:9]([C:19]1[O:20][CH:21]=[CH:22][CH:23]=1)[C@H:10]([CH3:18])[CH2:11][O:12][CH2:13][C:14](OC)=[O:15])=[O:7])([CH3:4])([CH3:3])[CH3:2].[BH4-].[Na+], predict the reaction product. The product is: [C:1]([O:5][C:6](=[O:7])[N:8]([C@H:9]([C:19]1[O:20][CH:21]=[CH:22][CH:23]=1)[C@H:10]([CH3:18])[CH2:11][O:12][CH2:13][CH2:14][OH:15])[CH3:24])([CH3:2])([CH3:3])[CH3:4].